Dataset: Peptide-MHC class I binding affinity with 185,985 pairs from IEDB/IMGT. Task: Regression. Given a peptide amino acid sequence and an MHC pseudo amino acid sequence, predict their binding affinity value. This is MHC class I binding data. (1) The peptide sequence is IAWSSSSCH. The MHC is HLA-A03:01 with pseudo-sequence HLA-A03:01. The binding affinity (normalized) is 0. (2) The peptide sequence is FITVLTSVDI. The MHC is HLA-A68:02 with pseudo-sequence HLA-A68:02. The binding affinity (normalized) is 0.341. (3) The peptide sequence is KLYEELCDL. The MHC is H-2-Kb with pseudo-sequence H-2-Kb. The binding affinity (normalized) is 0.